From a dataset of Reaction yield outcomes from USPTO patents with 853,638 reactions. Predict the reaction yield, written as a fraction of the theoretical maximum amount of product (1.0 means a 100% yield; for example, 0.34 means a 34% yield). (1) The reactants are F[C:2]1[CH:9]=[CH:8][CH:7]=[CH:6][C:3]=1[CH:4]=[O:5].[CH:10]1([S:16]([O-:18])=[O:17])[CH2:15][CH2:14][CH2:13][CH2:12][CH2:11]1.[Na+]. The catalyst is CN(C)C=O.C(OCC)C. The product is [CH:10]1([S:16]([C:2]2[CH:9]=[CH:8][CH:7]=[CH:6][C:3]=2[CH:4]=[O:5])(=[O:18])=[O:17])[CH2:15][CH2:14][CH2:13][CH2:12][CH2:11]1. The yield is 0.300. (2) The reactants are [Cl:1][C:2]1[CH:7]=[CH:6][N:5]=[C:4]([C:8]([OH:10])=O)[CH:3]=1.ON1C2C=CC=CC=2N=N1.Cl.CN(C)CCCN=C=NCC.[CH2:33]([NH:36][CH2:37][CH2:38][CH3:39])[CH2:34][CH3:35].C(N(CC)CC)C. The catalyst is ClCCl. The product is [CH2:33]([N:36]([CH2:37][CH2:38][CH3:39])[C:8]([C:4]1[CH:3]=[C:2]([Cl:1])[CH:7]=[CH:6][N:5]=1)=[O:10])[CH2:34][CH3:35]. The yield is 0.670.